From a dataset of Reaction yield outcomes from USPTO patents with 853,638 reactions. Predict the reaction yield, written as a fraction of the theoretical maximum amount of product (1.0 means a 100% yield; for example, 0.34 means a 34% yield). (1) The reactants are [I:1][C:2]1[CH:8]=[C:7]([C:9]([F:18])([C:14]([F:17])([F:16])[F:15])[C:10]([F:13])([F:12])[F:11])[CH:6]=[C:5]([I:19])[C:3]=1[NH2:4].[Cl:20][C:21]1[C:29]([N+:30]([O-:32])=[O:31])=[CH:28][CH:27]=[CH:26][C:22]=1[C:23](Cl)=[O:24].O. The catalyst is CN1C(=O)N(C)CC1. The product is [Cl:20][C:21]1[C:29]([N+:30]([O-:32])=[O:31])=[CH:28][CH:27]=[CH:26][C:22]=1[C:23]([NH:4][C:3]1[C:2]([I:1])=[CH:8][C:7]([C:9]([F:18])([C:10]([F:13])([F:12])[F:11])[C:14]([F:15])([F:16])[F:17])=[CH:6][C:5]=1[I:19])=[O:24]. The yield is 0.990. (2) The reactants are [CH3:1][C:2]1([CH3:11])[CH2:7][CH:6]([OH:8])[CH2:5][C:4]([CH3:10])([CH3:9])[O:3]1.N1C=CC=CC=1.[CH3:18][S:19](Cl)(=[O:21])=[O:20]. The catalyst is C(Cl)Cl. The product is [CH3:18][S:19]([O:8][CH:6]1[CH2:5][C:4]([CH3:10])([CH3:9])[O:3][C:2]([CH3:11])([CH3:1])[CH2:7]1)(=[O:21])=[O:20]. The yield is 0.970. (3) The reactants are [F:1][C:2]1[CH:11]=[CH:10][CH:9]=[C:8]2[C:3]=1[CH2:4][NH:5][C:6]([CH3:12])=[N:7]2. The catalyst is C(Cl)(Cl)Cl.[O-2].[Mn+4].[O-2]. The product is [F:1][C:2]1[CH:11]=[CH:10][CH:9]=[C:8]2[C:3]=1[CH:4]=[N:5][C:6]([CH3:12])=[N:7]2. The yield is 0.980. (4) The reactants are [CH2:1]([O:8][C@H:9]1[C@H:14]([O:15][CH2:16][C:17]2[CH:22]=[CH:21][CH:20]=[CH:19][CH:18]=2)[C@@H:13]([O:23][CH2:24][C:25]2[CH:30]=[CH:29][CH:28]=[CH:27][CH:26]=2)[C@@:12]([C:33]2[CH:38]=[CH:37][C:36]([Cl:39])=[C:35]([CH2:40][C:41]3[CH:46]=[CH:45][C:44]([O:47][CH2:48][CH3:49])=[CH:43][CH:42]=3)[CH:34]=2)([O:31][CH3:32])[O:11][C@@:10]1([CH2:52][OH:53])[CH:50]=[O:51])[C:2]1[CH:7]=[CH:6][CH:5]=[CH:4][CH:3]=1.P(O)(O)([O-])=[O:55].[K+].CC(=CC)C.Cl([O-])=O.[Na+]. The catalyst is C(O)(C)(C)C.O. The product is [CH2:1]([O:8][C@H:9]1[C@H:14]([O:15][CH2:16][C:17]2[CH:18]=[CH:19][CH:20]=[CH:21][CH:22]=2)[C@@H:13]([O:23][CH2:24][C:25]2[CH:30]=[CH:29][CH:28]=[CH:27][CH:26]=2)[C@@:12]([C:33]2[CH:38]=[CH:37][C:36]([Cl:39])=[C:35]([CH2:40][C:41]3[CH:42]=[CH:43][C:44]([O:47][CH2:48][CH3:49])=[CH:45][CH:46]=3)[CH:34]=2)([O:31][CH3:32])[O:11][C@@:10]1([CH2:52][OH:53])[C:50]([OH:55])=[O:51])[C:2]1[CH:7]=[CH:6][CH:5]=[CH:4][CH:3]=1. The yield is 1.00. (5) The reactants are Br[C:2]1[CH:3]=[CH:4][C:5]([C:8]([F:11])([F:10])[F:9])=[N:6][CH:7]=1.[C:12]([B-](F)(F)F)([CH3:14])=[CH2:13].[K+].C(Cl)Cl.C(N(CC)CC)C. The catalyst is C(O)CC.C1C=CC(P(C2C=CC=CC=2)[C-]2C=CC=C2)=CC=1.C1C=CC(P(C2C=CC=CC=2)[C-]2C=CC=C2)=CC=1.Cl[Pd]Cl.[Fe+2]. The product is [C:12]([C:2]1[CH:3]=[CH:4][C:5]([C:8]([F:11])([F:10])[F:9])=[N:6][CH:7]=1)([CH3:14])=[CH2:13]. The yield is 0.590.